From a dataset of Drug-target binding data from BindingDB using Kd measurements. Regression. Given a target protein amino acid sequence and a drug SMILES string, predict the binding affinity score between them. We predict pKd (pKd = -log10(Kd in M); higher means stronger binding). Dataset: bindingdb_kd. (1) The drug is C[C@@H]1CCN(C(=O)CC#N)C[C@@H]1N(C)c1ncnc2[nH]ccc12. The target protein (Q86YV6) has sequence MLKVKRLEEFNTCYNSNQLEKMAFFQCREEVEKVKCFLEKNSGDQDSRSGHNEAKEVWSNADLTERMPVKSKRTSALAVDIPAPPAPFDHRIVTAKQGAVNSFYTVSKTEILGGGRFGQVHKCEETATGLKLAAKIIKTRGMKDKEEVKNEISVMNQLDHANLIQLYDAFESKNDIVLVMEYVDGGELFDRIIDESYNLTELDTILFMKQICEGIRHMHQMYILHLDLKPENILCVNRDAKQIKIIDFGLARRYKPREKLKVNFGTPEFLAPEVVNYDFVSFPTDMWSVGVIAYMLLSGLSPFLGDNDAETLNNILACRWDLEDEEFQDISEEAKEFISKLLIKEKSWRISASEALKHPWLSDHKLHSRLNAQKKKNRGSDAQDFVTK. The pKd is 5.0. (2) The compound is CN1CCN(c2ccc3nc(-c4c(N)c5c(F)cccc5[nH]c4=O)[nH]c3c2)CC1. The target protein (P42684) has sequence MGQQVGRVGEAPGLQQPQPRGIRGSSAARPSGRRRDPAGRTTETGFNIFTQHDHFASCVEDGFEGDKTGGSSPEALHRPYGCDVEPQALNEAIRWSSKENLLGATESDPNLFVALYDFVASGDNTLSITKGEKLRVLGYNQNGEWSEVRSKNGQGWVPSNYITPVNSLEKHSWYHGPVSRSAAEYLLSSLINGSFLVRESESSPGQLSISLRYEGRVYHYRINTTADGKVYVTAESRFSTLAELVHHHSTVADGLVTTLHYPAPKCNKPTVYGVSPIHDKWEMERTDITMKHKLGGGQYGEVYVGVWKKYSLTVAVKTLKEDTMEVEEFLKEAAVMKEIKHPNLVQLLGVCTLEPPFYIVTEYMPYGNLLDYLRECNREEVTAVVLLYMATQISSAMEYLEKKNFIHRDLAARNCLVGENHVVKVADFGLSRLMTGDTYTAHAGAKFPIKWTAPESLAYNTFSIKSDVWAFGVLLWEIATYGMSPYPGIDLSQVYDLLEK.... The pKd is 5.0. (3) The drug is C[C@@H](Oc1cc(-n2cnc3ccc(CN4CCN(C)CC4)cc32)sc1C(N)=O)c1ccccc1C(F)(F)F. The target protein (Q86Z02) has sequence MASQLQVFSPPSVSSSAFCSAKKLKIEPSGWDVSGQSSNDKYYTHSKTLPATQGQANSSHQVANFNIPAYDQGLLLPAPAVEHIVVTAADSSGSAATSTFQSSQTLTHRSNVSLLEPYQKCGLKRKSEEVDSNGSVQIIEEHPPLMLQNRTVVGAAATTTTVTTKSSSSSGEGDYQLVQHEILCSMTNSYEVLEFLGRGTFGQVAKCWKRSTKEIVAIKILKNHPSYARQGQIEVSILSRLSSENADEYNFVRSYECFQHKNHTCLVFEMLEQNLYDFLKQNKFSPLPLKYIRPILQQVATALMKLKSLGLIHADLKPENIMLVDPVRQPYRVKVIDFGSASHVSKAVCSTYLQSRYYRAPEIILGLPFCEAIDMWSLGCVIAELFLGWPLYPGASEYDQIRYISQTQGLPAEYLLSAGTKTTRFFNRDPNLGYPLWRLKTPEEHELETGIKSKEARKYIFNCLDDMAQVNMSTDLEGTDMLAEKADRREYIDLLKKMLT.... The pKd is 5.0. (4) The compound is CS(=O)c1ccc(-c2nc(-c3ccncc3)c(-c3ccc(F)cc3)[nH]2)cc1. The target is PFCDPK1(Pfalciparum). The pKd is 6.1.